This data is from Forward reaction prediction with 1.9M reactions from USPTO patents (1976-2016). The task is: Predict the product of the given reaction. (1) Given the reactants [CH2:1]([O:3][C:4]([C:6]1[NH:7][C:8]2[C:13]([CH:14]=1)=[CH:12][C:11]([OH:15])=[C:10]([CH3:16])[CH:9]=2)=[O:5])[CH3:2].[CH:17]([N:20]1[CH2:25][CH2:24][CH:23](O)[CH2:22][CH2:21]1)([CH3:19])[CH3:18].C1(P(C2C=CC=CC=2)C2C=CC=CC=2)C=CC=CC=1.N(C(OC(C)(C)C)=O)=NC(OC(C)(C)C)=O, predict the reaction product. The product is: [CH2:1]([O:3][C:4]([C:6]1[NH:7][C:8]2[C:13]([CH:14]=1)=[CH:12][C:11]([O:15][CH:23]1[CH2:24][CH2:25][N:20]([CH:17]([CH3:19])[CH3:18])[CH2:21][CH2:22]1)=[C:10]([CH3:16])[CH:9]=2)=[O:5])[CH3:2]. (2) Given the reactants C(N(CC)CC)C.[CH:8]([C:10]1[C:18]2[C:13](=[CH:14][CH:15]=[CH:16][CH:17]=2)[N:12](C(OC(C)(C)C)=O)[CH:11]=1)=[O:9].[CH3:26][O:27][C:28]1[CH:33]=[C:32]([N:34]=[CH:35][C:36]2[CH:40]=[C:39]([CH3:41])[O:38][N:37]=2)[CH:31]=[CH:30][N:29]=1, predict the reaction product. The product is: [NH:12]1[C:13]2[C:18](=[CH:17][CH:16]=[CH:15][CH:14]=2)[C:10]([C:8](=[O:9])[CH:35]([NH:34][C:32]2[CH:31]=[CH:30][N:29]=[C:28]([O:27][CH3:26])[CH:33]=2)[C:36]2[CH:40]=[C:39]([CH3:41])[O:38][N:37]=2)=[CH:11]1. (3) Given the reactants [Cl:1][C:2]1[CH:3]=[C:4]2[C:8](=[CH:9][CH:10]=1)[NH:7][CH:6]=[C:5]2[CH:11]1[CH2:16][CH2:15][NH:14][CH2:13][CH2:12]1.Cl[CH2:18][CH2:19][CH2:20][C:21]([N:23]1[C:32]2[C:27](=[CH:28][CH:29]=[CH:30][CH:31]=2)[CH2:26][CH2:25][CH2:24]1)=[O:22], predict the reaction product. The product is: [ClH:1].[Cl:1][C:2]1[CH:3]=[C:4]2[C:8](=[CH:9][CH:10]=1)[NH:7][CH:6]=[C:5]2[CH:11]1[CH2:16][CH2:15][N:14]([CH2:18][CH2:19][CH2:20][C:21]([N:23]2[C:32]3[C:27](=[CH:28][CH:29]=[CH:30][CH:31]=3)[CH2:26][CH2:25][CH2:24]2)=[O:22])[CH2:13][CH2:12]1. (4) Given the reactants [CH3:1][O:2][C:3]1[CH:8]=[CH:7][CH:6]=[C:5]([NH2:9])[CH:4]=1.[CH3:10][O:11][C:12]1[CH:17]=[CH:16][C:15]([C:18](=O)[CH2:19]Br)=[CH:14][C:13]=1[N+:22]([O-:24])=[O:23].O, predict the reaction product. The product is: [CH3:10][O:11][C:12]1[CH:17]=[CH:16][C:15]([C:18]2[NH:9][C:5]3[C:6]([CH:19]=2)=[CH:7][CH:8]=[C:3]([O:2][CH3:1])[CH:4]=3)=[CH:14][C:13]=1[N+:22]([O-:24])=[O:23]. (5) Given the reactants [NH:1]1[CH:5]=[CH:4][CH:3]=[N:2]1.Br[CH2:7][CH2:8][CH2:9][OH:10].C(=O)([O-])[O-].[Cs+].[Cs+], predict the reaction product. The product is: [N:1]1([CH2:7][CH2:8][CH2:9][OH:10])[CH:5]=[CH:4][CH:3]=[N:2]1. (6) Given the reactants [N:1]1[C:9]2[C:4](=[N:5][CH:6]=[CH:7][CH:8]=2)[N:3]([CH:10]([CH3:15])[CH2:11][CH2:12][CH2:13][OH:14])[CH:2]=1.C(N(CC)CC)C.[CH3:23][S:24](Cl)(=[O:26])=[O:25], predict the reaction product. The product is: [N:1]1[C:9]2[C:4](=[N:5][CH:6]=[CH:7][CH:8]=2)[N:3]([CH:10]([CH3:15])[CH2:11][CH2:12][CH2:13][O:14][S:24]([CH3:23])(=[O:26])=[O:25])[CH:2]=1.